This data is from Catalyst prediction with 721,799 reactions and 888 catalyst types from USPTO. The task is: Predict which catalyst facilitates the given reaction. (1) Reactant: [ClH:1].C(N(CC)CC)C.[I:9][C:10]1[CH:11]=[C:12]([CH:16]=[CH:17][C:18]=1[N+:19]([O-:21])=[O:20])[C:13](Cl)=[O:14].[N+](C1C=C([N+]([O-])=O)C=CC=1C([NH:29][CH2:30][C:31]([O:33][CH2:34]C1C=CC=CC=1)=[O:32])=O)([O-])=O.[CH2:48]([Cl:50])[Cl:49]. Product: [I:9][C:10]1[CH:11]=[C:12]([CH:16]=[CH:17][C:18]=1[N+:19]([O-:21])=[O:20])[C:13]([NH:29][CH2:30][C:31]([O:33][CH2:34][C:48]([Cl:1])([Cl:50])[Cl:49])=[O:32])=[O:14]. The catalyst class is: 12. (2) Reactant: C([Li])CCC.[F:6][C:7]1[CH:14]=[C:13]([CH3:15])[CH:12]=[CH:11][C:8]=1[C:9]#[N:10].[I:16]I.[O-]S([O-])(=S)=O.[Na+].[Na+]. Product: [F:6][C:7]1[C:14]([I:16])=[C:13]([CH3:15])[CH:12]=[CH:11][C:8]=1[C:9]#[N:10]. The catalyst class is: 1. (3) Reactant: Cl[C:2]1[CH:3]=[C:4]([N:21]([CH:31]2[CH2:33][CH2:32]2)[CH2:22][C:23]2[CH:28]=[CH:27][C:26]([O:29][CH3:30])=[CH:25][CH:24]=2)[C:5]2[N:6]([C:8]([C:11]([NH:13][C:14]3[CH:19]=[CH:18][N:17]=[C:16]([Cl:20])[CH:15]=3)=[O:12])=[CH:9][N:10]=2)[N:7]=1.[NH2:34][C@H:35]1[CH2:40][CH2:39][C@H:38]([NH2:41])[CH2:37][CH2:36]1. Product: [NH2:34][C@H:35]1[CH2:40][CH2:39][C@H:38]([NH:41][C:2]2[CH:3]=[C:4]([N:21]([CH:31]3[CH2:33][CH2:32]3)[CH2:22][C:23]3[CH:28]=[CH:27][C:26]([O:29][CH3:30])=[CH:25][CH:24]=3)[C:5]3[N:6]([C:8]([C:11]([NH:13][C:14]4[CH:19]=[CH:18][N:17]=[C:16]([Cl:20])[CH:15]=4)=[O:12])=[CH:9][N:10]=3)[N:7]=2)[CH2:37][CH2:36]1. The catalyst class is: 264. (4) Reactant: [NH2:1][C:2]1[CH:3]=[C:4]([CH:30]=[CH:31][CH:32]=1)[C:5]([NH:7][C:8]1[CH:29]=[CH:28][C:11]2[N:12]([CH:15]([C:22]3[CH:27]=[CH:26][CH:25]=[CH:24][CH:23]=3)[CH2:16][C:17]([O:19]CC)=[O:18])[CH:13]=[N:14][C:10]=2[CH:9]=1)=[O:6]. Product: [NH2:1][C:2]1[CH:3]=[C:4]([CH:30]=[CH:31][CH:32]=1)[C:5]([NH:7][C:8]1[CH:29]=[CH:28][C:11]2[N:12]([CH:15]([C:22]3[CH:27]=[CH:26][CH:25]=[CH:24][CH:23]=3)[CH2:16][C:17]([OH:19])=[O:18])[CH:13]=[N:14][C:10]=2[CH:9]=1)=[O:6]. The catalyst class is: 33. (5) Reactant: [O:1]=[S:2]1(=[O:31])[CH2:7][CH:6]=[C:5]([C:8]2[C:13]([F:14])=[CH:12][C:11]([N:15]3[CH2:19][C@H:18]([CH2:20][N:21]4[CH:25]=[C:24]([CH2:26][CH2:27]O)[N:23]=[N:22]4)[O:17][C:16]3=[O:29])=[CH:10][C:9]=2[F:30])[CH2:4][CH2:3]1.S(Cl)(Cl)=O.N12CCCN=C1CCCCC2. Product: [O:31]=[S:2]1(=[O:1])[CH2:3][CH:4]=[C:5]([C:8]2[C:13]([F:14])=[CH:12][C:11]([N:15]3[CH2:19][C@H:18]([CH2:20][N:21]4[CH:25]=[C:24]([CH:26]=[CH2:27])[N:23]=[N:22]4)[O:17][C:16]3=[O:29])=[CH:10][C:9]=2[F:30])[CH2:6][CH2:7]1. The catalyst class is: 22. (6) Reactant: [C:1]([O:5][CH2:6][CH2:7][C:8]([N:10]1[CH2:17][C@H:16]2[C@H:12]([CH2:13][N:14]([C:19]3[CH:27]=[CH:26][CH:25]=[C:24]4[C:20]=3[CH:21]=[N:22][N:23]4[C:28]3[CH:33]=[CH:32][CH:31]=[CH:30][C:29]=3[F:34])[C:15]2=[O:18])[CH2:11]1)=[O:9])(=[O:4])C=C.[OH-:35].[K+].C(#[N:39])C. Product: [C:1](=[O:4])([OH:35])[O-:5].[NH4+:10].[OH-:4].[NH4+:39].[F:34][C:29]1[CH:30]=[CH:31][CH:32]=[CH:33][C:28]=1[N:23]1[C:24]2[C:20](=[C:19]([N:14]3[CH2:13][C@H:12]4[C@H:16]([CH2:17][N:10]([C:8](=[O:9])[CH2:7][CH2:6][OH:5])[CH2:11]4)[C:15]3=[O:18])[CH:27]=[CH:26][CH:25]=2)[CH:21]=[N:22]1. The catalyst class is: 83. (7) Reactant: [CH3:1][N:2]([CH3:16])[S:3]([C:6]1[CH:7]=[C:8]2[C:12](=[CH:13][CH:14]=1)[NH:11][C:10](=[O:15])[CH2:9]2)(=[O:5])=[O:4].[Cl:17][C:18]1[CH:23]=[CH:22][C:21]([S:24]([C:27]2[C:28]([CH2:35][CH2:36][C:37]([OH:39])=[O:38])=[C:29]([CH:33]=O)[NH:30][C:31]=2[CH3:32])(=[O:26])=[O:25])=[CH:20][CH:19]=1.N1CCCCC1. Product: [Cl:17][C:18]1[CH:19]=[CH:20][C:21]([S:24]([C:27]2[C:28]([CH2:35][CH2:36][C:37]([OH:39])=[O:38])=[C:29](/[CH:33]=[C:9]3\[C:10](=[O:15])[NH:11][C:12]4[C:8]\3=[CH:7][C:6]([S:3](=[O:5])(=[O:4])[N:2]([CH3:16])[CH3:1])=[CH:14][CH:13]=4)[NH:30][C:31]=2[CH3:32])(=[O:25])=[O:26])=[CH:22][CH:23]=1. The catalyst class is: 8.